This data is from Forward reaction prediction with 1.9M reactions from USPTO patents (1976-2016). The task is: Predict the product of the given reaction. (1) Given the reactants [Br:1][C:2]1[CH:8]=[CH:7][C:5]([NH2:6])=[CH:4][CH:3]=1.C(N(CC)CC)C.[C:16]1([CH2:22][C:23](Cl)=[O:24])[CH:21]=[CH:20][CH:19]=[CH:18][CH:17]=1, predict the reaction product. The product is: [Br:1][C:2]1[CH:8]=[CH:7][C:5]([NH:6][C:23](=[O:24])[CH2:22][C:16]2[CH:21]=[CH:20][CH:19]=[CH:18][CH:17]=2)=[CH:4][CH:3]=1. (2) The product is: [NH2:1][C:2]1[N:3]=[CH:4][C:5]2[S:10][C:9](=[O:11])[N:8]([C@@H:32]3[O:44][C@H:43]([CH2:45][O:46][C:47](=[O:49])[CH3:48])[C@@H:38]([O:39][C:40](=[O:42])[CH3:41])[C@H:33]3[O:34][C:35](=[O:37])[CH3:36])[C:6]=2[N:7]=1. Given the reactants [NH2:1][C:2]1[N:3]=[CH:4][C:5]2[S:10][C:9](=[O:11])[NH:8][C:6]=2[N:7]=1.C(O)(=O)C.C(O)(=O)C.C(O)(=O)C.C(O)(=O)C.C(O[C@@H:32]1[O:44][C@H:43]([CH2:45][O:46][C:47](=[O:49])[CH3:48])[C@@H:38]([O:39][C:40](=[O:42])[CH3:41])[C@H:33]1[O:34][C:35](=[O:37])[CH3:36])(=O)C.P(O)(OC1C=CC([N+]([O-])=O)=CC=1)(OC1C=CC([N+]([O-])=O)=CC=1)=O, predict the reaction product.